This data is from Reaction yield outcomes from USPTO patents with 853,638 reactions. The task is: Predict the reaction yield, written as a fraction of the theoretical maximum amount of product (1.0 means a 100% yield; for example, 0.34 means a 34% yield). The reactants are ClCl.C(S[C:11]1[CH:16]=[CH:15][CH:14]=[CH:13][C:12]=1[S:17]([CH2:20][CH3:21])(=[O:19])=[O:18])C1C=CC=CC=1.[S:22]([Cl:26])(Cl)(=[O:24])=[O:23]. The catalyst is C(O)(=O)C.O. The product is [CH2:20]([S:17]([C:12]1[CH:13]=[CH:14][CH:15]=[CH:16][C:11]=1[S:22]([Cl:26])(=[O:24])=[O:23])(=[O:18])=[O:19])[CH3:21]. The yield is 0.890.